Predict the product of the given reaction. From a dataset of Forward reaction prediction with 1.9M reactions from USPTO patents (1976-2016). (1) Given the reactants [Cl:1][C:2]1[CH:3]=[C:4]([CH2:29][C:30]([O:32]CC)=[O:31])[CH:5]=[CH:6][C:7]=1[N:8]1[C:16](=[O:17])[C:15]2[C:14]([O:18][CH2:19][CH3:20])=[C:13]3[CH:21]=[CH:22][CH:23]=[CH:24][C:12]3=[C:11]([O:25][CH:26]([F:28])[F:27])[C:10]=2[CH2:9]1.[OH-].[Na+], predict the reaction product. The product is: [Cl:1][C:2]1[CH:3]=[C:4]([CH2:29][C:30]([OH:32])=[O:31])[CH:5]=[CH:6][C:7]=1[N:8]1[C:16](=[O:17])[C:15]2[C:14]([O:18][CH2:19][CH3:20])=[C:13]3[CH:21]=[CH:22][CH:23]=[CH:24][C:12]3=[C:11]([O:25][CH:26]([F:28])[F:27])[C:10]=2[CH2:9]1. (2) Given the reactants [C:1]([C:3]1[CH:8]=[CH:7][C:6]([C:9](Cl)=[N:10][OH:11])=[C:5]([F:13])[CH:4]=1)#[N:2].[CH3:14][O:15][C:16](=[O:21])[C:17]([O:19][CH3:20])=[CH2:18], predict the reaction product. The product is: [CH3:14][O:15][C:16]([C:17]1([O:19][CH3:20])[O:11][N:10]=[C:9]([C:6]2[CH:7]=[CH:8][C:3]([C:1]#[N:2])=[CH:4][C:5]=2[F:13])[CH2:18]1)=[O:21]. (3) Given the reactants [Br:1]N1C(=O)CCC1=O.C([C:13]1[CH:18]=[C:17]([C:19]2[CH:27]=[C:26]3[C:22]([CH:23]=[CH:24][N:25]3[C:28]3[CH:33]=[CH:32][N:31]=[CH:30][CH:29]=3)=[CH:21][CH:20]=2)[CH:16]=[CH:15][C:14]=1[OH:34])(C)(C)C.N1C=CC=CC=1.O, predict the reaction product. The product is: [Br:1][C:23]1[C:22]2[C:26](=[CH:27][C:19]([C:17]3[CH:18]=[CH:13][C:14]([OH:34])=[CH:15][CH:16]=3)=[CH:20][CH:21]=2)[N:25]([C:28]2[CH:33]=[CH:32][N:31]=[CH:30][CH:29]=2)[CH:24]=1. (4) Given the reactants B.CSC.[CH:5]1([C:11]2[C:12]3[CH:13]=[CH:14][C:15]([C:31]([O:33][CH3:34])=[O:32])=[CH:16][C:17]=3[N:18]3[C:25]=2[C:24]2[CH:26]=[CH:27][CH:28]=[CH:29][C:23]=2[O:22][CH2:21][C:20](=[CH2:30])[CH2:19]3)[CH2:10][CH2:9][CH2:8][CH2:7][CH2:6]1.[OH-:35].[Na+].OO, predict the reaction product. The product is: [CH:5]1([C:11]2[C:12]3[CH:13]=[CH:14][C:15]([C:31]([O:33][CH3:34])=[O:32])=[CH:16][C:17]=3[N:18]3[C:25]=2[C:24]2[CH:26]=[CH:27][CH:28]=[CH:29][C:23]=2[O:22][CH2:21][CH:20]([CH2:30][OH:35])[CH2:19]3)[CH2:6][CH2:7][CH2:8][CH2:9][CH2:10]1.